This data is from Forward reaction prediction with 1.9M reactions from USPTO patents (1976-2016). The task is: Predict the product of the given reaction. (1) Given the reactants [C:1]([C:4]1[CH:5]=[C:6]([C:16]2[CH:17]=[CH:18][C:19](=[O:25])[N:20]([CH:22]([CH3:24])[CH3:23])[N:21]=2)[C:7]([C:10]2[CH:15]=[CH:14][CH:13]=[CH:12][CH:11]=2)=[N:8][CH:9]=1)(=O)[CH3:2].COOC(OOC)[N:30]([CH3:32])C.[CH3:36][NH:37]N, predict the reaction product. The product is: [CH:22]([N:20]1[C:19](=[O:25])[CH:18]=[CH:17][C:16]([C:6]2[C:7]([C:10]3[CH:15]=[CH:14][CH:13]=[CH:12][CH:11]=3)=[N:8][CH:9]=[C:4]([C:1]3[N:30]([CH3:32])[N:37]=[CH:36][CH:2]=3)[CH:5]=2)=[N:21]1)([CH3:24])[CH3:23]. (2) Given the reactants C([O:3][C:4](=[O:24])[CH2:5][C:6]1[C:11]([CH3:12])=[N:10][N:9]2[C:13]([Cl:16])=[CH:14][CH:15]=[C:8]2[C:7]=1[C:17]1[CH:22]=[CH:21][C:20]([F:23])=[CH:19][CH:18]=1)C.[OH-].[Na+].CO, predict the reaction product. The product is: [Cl:16][C:13]1[N:9]2[N:10]=[C:11]([CH3:12])[C:6]([CH2:5][C:4]([OH:24])=[O:3])=[C:7]([C:17]3[CH:18]=[CH:19][C:20]([F:23])=[CH:21][CH:22]=3)[C:8]2=[CH:15][CH:14]=1. (3) Given the reactants C([O:3][CH2:4][CH2:5][CH2:6][N:7]1[C:12](=[O:13])[C:11]2[C:14]([CH2:19][CH2:20][CH:21]([CH3:23])[CH3:22])=[C:15](Br)[CH:16]=[N:17][C:10]=2[N:9]([CH3:24])[C:8]1=[O:25])=O.[Cl:26][C:27]1[CH:28]=[C:29]([OH:33])[CH:30]=[CH:31][CH:32]=1.C([O-])([O-])=O.[Cs+].[Cs+].CN(C)CCC(O)=O, predict the reaction product. The product is: [Cl:26][C:27]1[CH:28]=[C:29]([CH:30]=[CH:31][CH:32]=1)[O:33][C:15]1[CH:16]=[N:17][C:10]2[N:9]([CH3:24])[C:8](=[O:25])[N:7]([CH2:6][CH2:5][CH2:4][OH:3])[C:12](=[O:13])[C:11]=2[C:14]=1[CH2:19][CH2:20][CH:21]([CH3:22])[CH3:23]. (4) Given the reactants C([O:3][C:4]([C:6]1[C:14]2[S:13][C:12]([NH:15][C:16](=[O:20])[NH:17][CH2:18][CH3:19])=[N:11][C:10]=2[CH:9]=[C:8]([C:21]2[CH:22]=[N:23][C:24]([N:27]3[CH2:32][CH2:31][C:30]([CH3:38])([C:33]([O:35][CH2:36][CH3:37])=[O:34])[CH2:29][CH2:28]3)=[N:25][CH:26]=2)[CH:7]=1)=[CH2:5])C, predict the reaction product. The product is: [C:4]([C:6]1[C:14]2[S:13][C:12]([NH:15][C:16](=[O:20])[NH:17][CH2:18][CH3:19])=[N:11][C:10]=2[CH:9]=[C:8]([C:21]2[CH:26]=[N:25][C:24]([N:27]3[CH2:28][CH2:29][C:30]([CH3:38])([C:33]([O:35][CH2:36][CH3:37])=[O:34])[CH2:31][CH2:32]3)=[N:23][CH:22]=2)[CH:7]=1)(=[O:3])[CH3:5].